Dataset: Peptide-MHC class II binding affinity with 134,281 pairs from IEDB. Task: Regression. Given a peptide amino acid sequence and an MHC pseudo amino acid sequence, predict their binding affinity value. This is MHC class II binding data. (1) The MHC is DRB1_1101 with pseudo-sequence DRB1_1101. The peptide sequence is ATAAAAAAVDRGDPP. The binding affinity (normalized) is 0. (2) The peptide sequence is GDSYYYSEPTSENNA. The MHC is DRB1_0701 with pseudo-sequence DRB1_0701. The binding affinity (normalized) is 0.307. (3) The peptide sequence is NQFCIKVLNPYMPTVIE. The MHC is DRB5_0101 with pseudo-sequence DRB5_0101. The binding affinity (normalized) is 0.392. (4) The peptide sequence is QLQPFPQPELPYP. The MHC is HLA-DQA10501-DQB10201 with pseudo-sequence HLA-DQA10501-DQB10201. The binding affinity (normalized) is 0.353. (5) The peptide sequence is YKDVDKPPFSGMTGC. The MHC is DRB1_0405 with pseudo-sequence DRB1_0405. The binding affinity (normalized) is 0.124. (6) The peptide sequence is AFKVAQTAANAAPAN. The MHC is DRB1_0401 with pseudo-sequence DRB1_0401. The binding affinity (normalized) is 0.763. (7) The peptide sequence is DYVRMWVQAATVMSA. The MHC is DRB1_1101 with pseudo-sequence DRB1_1101. The binding affinity (normalized) is 0.396.